Regression. Given two drug SMILES strings and cell line genomic features, predict the synergy score measuring deviation from expected non-interaction effect. From a dataset of NCI-60 drug combinations with 297,098 pairs across 59 cell lines. (1) Drug 1: C1CN(CCN1C(=O)CCBr)C(=O)CCBr. Drug 2: CC1C(C(CC(O1)OC2CC(CC3=C2C(=C4C(=C3O)C(=O)C5=CC=CC=C5C4=O)O)(C(=O)C)O)N)O. Cell line: NCI-H226. Synergy scores: CSS=39.2, Synergy_ZIP=-5.54, Synergy_Bliss=-6.86, Synergy_Loewe=-5.69, Synergy_HSA=-3.46. (2) Drug 1: C1=NC2=C(N=C(N=C2N1C3C(C(C(O3)CO)O)O)F)N. Drug 2: C1=NC(=NC(=O)N1C2C(C(C(O2)CO)O)O)N. Cell line: COLO 205. Synergy scores: CSS=59.2, Synergy_ZIP=-5.10, Synergy_Bliss=-3.42, Synergy_Loewe=-2.15, Synergy_HSA=0.654. (3) Drug 1: C1CN1C2=NC(=NC(=N2)N3CC3)N4CC4. Drug 2: C1CN(P(=O)(OC1)NCCCl)CCCl. Cell line: NCIH23. Synergy scores: CSS=31.7, Synergy_ZIP=-3.88, Synergy_Bliss=-2.10, Synergy_Loewe=-20.3, Synergy_HSA=-2.03. (4) Drug 2: CC1=C(C(=CC=C1)Cl)NC(=O)C2=CN=C(S2)NC3=CC(=NC(=N3)C)N4CCN(CC4)CCO. Synergy scores: CSS=35.1, Synergy_ZIP=-4.57, Synergy_Bliss=4.38, Synergy_Loewe=-16.4, Synergy_HSA=5.94. Cell line: HOP-92. Drug 1: C1CCC(CC1)NC(=O)N(CCCl)N=O. (5) Cell line: MDA-MB-435. Synergy scores: CSS=55.4, Synergy_ZIP=-0.269, Synergy_Bliss=0.191, Synergy_Loewe=-12.8, Synergy_HSA=1.89. Drug 2: CCCS(=O)(=O)NC1=C(C(=C(C=C1)F)C(=O)C2=CNC3=C2C=C(C=N3)C4=CC=C(C=C4)Cl)F. Drug 1: CC12CCC3C(C1CCC2=O)CC(=C)C4=CC(=O)C=CC34C. (6) Drug 1: CN(CCCl)CCCl.Cl. Drug 2: C(CC(=O)O)C(=O)CN.Cl. Cell line: HT29. Synergy scores: CSS=22.8, Synergy_ZIP=-5.75, Synergy_Bliss=0.866, Synergy_Loewe=-13.7, Synergy_HSA=-1.40. (7) Drug 1: CC1C(C(CC(O1)OC2CC(CC3=C2C(=C4C(=C3O)C(=O)C5=C(C4=O)C(=CC=C5)OC)O)(C(=O)C)O)N)O.Cl. Drug 2: CN(CCCl)CCCl.Cl. Cell line: SR. Synergy scores: CSS=71.0, Synergy_ZIP=-2.59, Synergy_Bliss=-2.37, Synergy_Loewe=-4.15, Synergy_HSA=0.774.